From a dataset of Catalyst prediction with 721,799 reactions and 888 catalyst types from USPTO. Predict which catalyst facilitates the given reaction. Reactant: C(N(CC)CC)C.[C:8]([C:12]1[CH:13]=[C:14]([C:21]2[NH:25][N:24]=[N:23][CH:22]=2)[C:15]([O:19][CH3:20])=[C:16]([CH:18]=1)[NH2:17])([CH3:11])([CH3:10])[CH3:9].[CH3:26][O:27][C:28]1[CH:29]=[C:30]([NH:45][C:46]2[N:51]=[C:50]([O:52][C:53]3[C:62]4[C:57](=[CH:58][CH:59]=[CH:60][CH:61]=4)[C:56]([NH:63][C:64](=O)[O:65]C4C=CC=CC=4)=[CH:55][CH:54]=3)[CH:49]=[CH:48][N:47]=2)[CH:31]=[C:32]([O:34][CH2:35][CH2:36][O:37][CH2:38][CH2:39][O:40][CH2:41][CH2:42][O:43][CH3:44])[CH:33]=1. Product: [C:8]([C:12]1[CH:13]=[C:14]([C:21]2[NH:25][N:24]=[N:23][CH:22]=2)[C:15]([O:19][CH3:20])=[C:16]([NH:17][C:64]([NH:63][C:56]2[C:57]3[C:62](=[CH:61][CH:60]=[CH:59][CH:58]=3)[C:53]([O:52][C:50]3[CH:49]=[CH:48][N:47]=[C:46]([NH:45][C:30]4[CH:31]=[C:32]([O:34][CH2:35][CH2:36][O:37][CH2:38][CH2:39][O:40][CH2:41][CH2:42][O:43][CH3:44])[CH:33]=[C:28]([O:27][CH3:26])[CH:29]=4)[N:51]=3)=[CH:54][CH:55]=2)=[O:65])[CH:18]=1)([CH3:11])([CH3:9])[CH3:10]. The catalyst class is: 480.